This data is from NCI-60 drug combinations with 297,098 pairs across 59 cell lines. The task is: Regression. Given two drug SMILES strings and cell line genomic features, predict the synergy score measuring deviation from expected non-interaction effect. (1) Drug 1: CC1OCC2C(O1)C(C(C(O2)OC3C4COC(=O)C4C(C5=CC6=C(C=C35)OCO6)C7=CC(=C(C(=C7)OC)O)OC)O)O. Drug 2: C1=C(C(=O)NC(=O)N1)N(CCCl)CCCl. Cell line: NCI-H460. Synergy scores: CSS=59.4, Synergy_ZIP=2.27, Synergy_Bliss=2.05, Synergy_Loewe=0.817, Synergy_HSA=6.69. (2) Drug 1: CN(C)C1=NC(=NC(=N1)N(C)C)N(C)C. Drug 2: CC1=C(C(=O)C2=C(C1=O)N3CC4C(C3(C2COC(=O)N)OC)N4)N. Cell line: DU-145. Synergy scores: CSS=49.1, Synergy_ZIP=-3.30, Synergy_Bliss=-6.57, Synergy_Loewe=-71.7, Synergy_HSA=-9.11. (3) Drug 1: CS(=O)(=O)OCCCCOS(=O)(=O)C. Drug 2: CC12CCC3C(C1CCC2OP(=O)(O)O)CCC4=C3C=CC(=C4)OC(=O)N(CCCl)CCCl.[Na+]. Cell line: SNB-19. Synergy scores: CSS=32.0, Synergy_ZIP=-7.14, Synergy_Bliss=2.04, Synergy_Loewe=2.36, Synergy_HSA=2.40. (4) Drug 1: CC12CCC(CC1=CCC3C2CCC4(C3CC=C4C5=CN=CC=C5)C)O. Drug 2: C1C(C(OC1N2C=NC(=NC2=O)N)CO)O. Cell line: MDA-MB-435. Synergy scores: CSS=8.63, Synergy_ZIP=-0.820, Synergy_Bliss=4.36, Synergy_Loewe=-1.35, Synergy_HSA=0.684. (5) Drug 1: CC(C1=C(C=CC(=C1Cl)F)Cl)OC2=C(N=CC(=C2)C3=CN(N=C3)C4CCNCC4)N. Drug 2: CC1=C(C(=CC=C1)Cl)NC(=O)C2=CN=C(S2)NC3=CC(=NC(=N3)C)N4CCN(CC4)CCO. Cell line: NCI-H322M. Synergy scores: CSS=3.81, Synergy_ZIP=4.58, Synergy_Bliss=6.56, Synergy_Loewe=3.11, Synergy_HSA=4.75.